From a dataset of Full USPTO retrosynthesis dataset with 1.9M reactions from patents (1976-2016). Predict the reactants needed to synthesize the given product. Given the product [NH2:11][CH2:12][CH2:13][C:14]1[CH:15]=[CH:16][CH:17]=[C:18]2[C:23]=1[CH:22]=[CH:21][CH:20]=[C:19]2[CH2:24][CH2:25][NH2:26], predict the reactants needed to synthesize it. The reactants are: C1(COC([NH:11][CH2:12][CH2:13][C:14]2[C:23]3[C:18](=[C:19]([CH2:24][CH2:25][NH:26]C(OCC4C=CC=CC=4)=O)[CH:20]=[CH:21][CH:22]=3)[CH:17]=[CH:16][CH:15]=2)=O)C=CC=CC=1.